This data is from Merck oncology drug combination screen with 23,052 pairs across 39 cell lines. The task is: Regression. Given two drug SMILES strings and cell line genomic features, predict the synergy score measuring deviation from expected non-interaction effect. Drug 1: O=S1(=O)NC2(CN1CC(F)(F)F)C1CCC2Cc2cc(C=CCN3CCC(C(F)(F)F)CC3)ccc2C1. Drug 2: CC(=O)OC1C(=O)C2(C)C(O)CC3OCC3(OC(C)=O)C2C(OC(=O)c2ccccc2)C2(O)CC(OC(=O)C(O)C(NC(=O)c3ccccc3)c3ccccc3)C(C)=C1C2(C)C. Cell line: HCT116. Synergy scores: synergy=10.6.